Predict the reaction yield, written as a fraction of the theoretical maximum amount of product (1.0 means a 100% yield; for example, 0.34 means a 34% yield). From a dataset of Reaction yield outcomes from USPTO patents with 853,638 reactions. (1) The reactants are [O:1]1[CH:5]=[CH:4][CH:3]=[C:2]1[C:6]1[N:10]([C:11]2[CH:16]=[CH:15][C:14]([O:17][CH3:18])=[CH:13][CH:12]=2)[N:9]=[C:8]([C:19]([NH2:21])=O)[CH:7]=1.N1C=CC=CC=1.O1CCOCC1.FC(F)(F)C(OC(=O)C(F)(F)F)=O. The catalyst is C(OCC)(=O)C.O. The product is [O:1]1[CH:5]=[CH:4][CH:3]=[C:2]1[C:6]1[N:10]([C:11]2[CH:16]=[CH:15][C:14]([O:17][CH3:18])=[CH:13][CH:12]=2)[N:9]=[C:8]([C:19]#[N:21])[CH:7]=1. The yield is 0.740. (2) The reactants are [NH2:1][C:2]1[CH:17]=[C:16]([F:18])[C:15]([S:19][C:20]2[N:21]([CH3:25])[CH:22]=[CH:23][N:24]=2)=[CH:14][C:3]=1[C:4]([NH:6][C:7]1[CH:12]=[CH:11][C:10](Br)=[CH:9][N:8]=1)=[O:5].[CH3:26][PH:27](=[O:32])[O:28][CH:29]([CH3:31])[CH3:30].C(N(CC)CC)C.C([SiH](CC)CC)C. The catalyst is C1C=CC(P(C2C=CC=CC=2)[C-]2C=CC=C2)=CC=1.C1C=CC(P(C2C=CC=CC=2)[C-]2C=CC=C2)=CC=1.Cl[Pd]Cl.[Fe+2].C1(C)C=CC=CC=1. The product is [CH:29]([O:28][P:27]([C:10]1[CH:9]=[N:8][C:7]([NH:6][C:4](=[O:5])[C:3]2[CH:14]=[C:15]([S:19][C:20]3[N:21]([CH3:25])[CH:22]=[CH:23][N:24]=3)[C:16]([F:18])=[CH:17][C:2]=2[NH2:1])=[CH:12][CH:11]=1)([CH3:26])=[O:32])([CH3:31])[CH3:30]. The yield is 0.160.